Dataset: Full USPTO retrosynthesis dataset with 1.9M reactions from patents (1976-2016). Task: Predict the reactants needed to synthesize the given product. Given the product [CH3:1][N:2]1[CH2:7][CH2:6][CH:5]([C:8]([OH:10])=[O:9])[CH2:4][C:3]1=[O:12], predict the reactants needed to synthesize it. The reactants are: [CH3:1][N:2]1[CH2:7][CH2:6][CH:5]([C:8]([O:10]C)=[O:9])[CH2:4][C:3]1=[O:12].[OH-].[Na+].CO.